This data is from Full USPTO retrosynthesis dataset with 1.9M reactions from patents (1976-2016). The task is: Predict the reactants needed to synthesize the given product. (1) Given the product [Cl:25][CH2:26][CH2:27][CH2:28][CH2:29][CH:16]([C:17]1[CH:22]=[C:21]([F:23])[CH:20]=[CH:19][C:18]=1[F:24])[S:13]([C:10]1[CH:11]=[CH:12][C:7]([Cl:6])=[CH:8][CH:9]=1)(=[O:15])=[O:14], predict the reactants needed to synthesize it. The reactants are: C([Li])CCC.[Cl:6][C:7]1[CH:12]=[CH:11][C:10]([S:13]([CH2:16][C:17]2[CH:22]=[C:21]([F:23])[CH:20]=[CH:19][C:18]=2[F:24])(=[O:15])=[O:14])=[CH:9][CH:8]=1.[Cl:25][CH2:26][CH2:27][CH2:28][CH2:29]I.[Cl-].[NH4+]. (2) Given the product [O:11]=[C:1]1[C:10]2[C:5](=[CH:6][CH:7]=[CH:8][CH:9]=2)[CH2:4][CH2:3][CH:2]1[C:13]([OH:14])([C:12]([O:21][CH2:22][CH3:23])=[O:20])[C:15]([O:17][CH2:18][CH3:19])=[O:16], predict the reactants needed to synthesize it. The reactants are: [C:1]1(=[O:11])[C:10]2[C:5](=[CH:6][CH:7]=[CH:8][CH:9]=2)[CH2:4][CH2:3][CH2:2]1.[C:12]([O:21][CH2:22][CH3:23])(=[O:20])[C:13]([C:15]([O:17][CH2:18][CH3:19])=[O:16])=[O:14]. (3) The reactants are: [NH2:1][C:2]1[CH:7]=[C:6]([N:8]2[CH2:12][CH2:11][C@:10]([CH:15]3[CH2:17][CH2:16]3)([C:13]#[N:14])[C:9]2=[O:18])[CH:5]=[CH:4][N:3]=1.Cl[C:20]1[N:21]=[N:22][CH:23]=[CH:24][CH:25]=1.C(=O)([O-])[O-].[K+].[K+].C1(P(C2CCCCC2)C2C(OC)=CC=C(OC)C=2C2C(C(C)C)=CC(C(C)C)=CC=2C(C)C)CCCCC1.C(=O)(O)[O-].[Na+]. Given the product [CH:15]1([C@:10]2([C:13]#[N:14])[CH2:11][CH2:12][N:8]([C:6]3[CH:5]=[CH:4][N:3]=[C:2]([NH:1][C:20]4[N:21]=[N:22][CH:23]=[CH:24][CH:25]=4)[CH:7]=3)[C:9]2=[O:18])[CH2:17][CH2:16]1, predict the reactants needed to synthesize it.